From a dataset of Forward reaction prediction with 1.9M reactions from USPTO patents (1976-2016). Predict the product of the given reaction. (1) Given the reactants ClCC([NH:5][C:6]([C:9]1[CH:14]=[CH:13][C:12]([C:15]2[S:16][C:17]3[C:22]([N:23]=2)=[CH:21][CH:20]=[C:19]([C:24]2([C:27]4[CH:32]=[CH:31][CH:30]=[CH:29][CH:28]=4)[CH2:26][CH2:25]2)[N:18]=3)=[C:11]([F:33])[CH:10]=1)([CH3:8])[CH3:7])=O.NC(N)=S, predict the reaction product. The product is: [F:33][C:11]1[CH:10]=[C:9]([C:6]([NH2:5])([CH3:7])[CH3:8])[CH:14]=[CH:13][C:12]=1[C:15]1[S:16][C:17]2[C:22]([N:23]=1)=[CH:21][CH:20]=[C:19]([C:24]1([C:27]3[CH:28]=[CH:29][CH:30]=[CH:31][CH:32]=3)[CH2:25][CH2:26]1)[N:18]=2. (2) Given the reactants [CH3:1][C:2]1[C:3]([NH2:8])=[N:4][O:5][C:6]=1[CH3:7].C(N(CC)CC)C.Cl[C:17]([O:19][C:20]1[CH:25]=[CH:24][CH:23]=[CH:22][CH:21]=1)=[O:18], predict the reaction product. The product is: [CH3:1][C:2]1[C:3]([NH:8][C:17](=[O:18])[O:19][C:20]2[CH:25]=[CH:24][CH:23]=[CH:22][CH:21]=2)=[N:4][O:5][C:6]=1[CH3:7].